Dataset: Peptide-MHC class I binding affinity with 185,985 pairs from IEDB/IMGT. Task: Regression. Given a peptide amino acid sequence and an MHC pseudo amino acid sequence, predict their binding affinity value. This is MHC class I binding data. (1) The peptide sequence is RVIDPYWFH. The MHC is HLA-B46:01 with pseudo-sequence HLA-B46:01. The binding affinity (normalized) is 0.0847. (2) The peptide sequence is RLPKTAMLL. The MHC is Mamu-A01 with pseudo-sequence Mamu-A01. The binding affinity (normalized) is 0.962. (3) The peptide sequence is KTTYWWDGL. The MHC is HLA-B08:01 with pseudo-sequence HLA-B08:01. The binding affinity (normalized) is 0.0847. (4) The peptide sequence is ATIMPHNLY. The MHC is HLA-A02:03 with pseudo-sequence HLA-A02:03. The binding affinity (normalized) is 0.0847. (5) The peptide sequence is NYPYLFEEH. The MHC is HLA-A30:02 with pseudo-sequence HLA-A30:02. The binding affinity (normalized) is 0. (6) The peptide sequence is RTFDRFFEE. The MHC is HLA-B18:01 with pseudo-sequence YHSTYRNISTNTYESNLYLRYDSYTWAVLAYTWH. The binding affinity (normalized) is 0.0847. (7) The peptide sequence is SHAKVLVTF. The MHC is HLA-A02:03 with pseudo-sequence HLA-A02:03. The binding affinity (normalized) is 0.0847. (8) The peptide sequence is VEITPIGLAP. The MHC is Mamu-B01 with pseudo-sequence Mamu-B01. The binding affinity (normalized) is 0. (9) The peptide sequence is YLFDYPHFEA. The MHC is HLA-A02:01 with pseudo-sequence HLA-A02:01. The binding affinity (normalized) is 1.00.